This data is from Catalyst prediction with 721,799 reactions and 888 catalyst types from USPTO. The task is: Predict which catalyst facilitates the given reaction. (1) Reactant: C[Mg]Br.C([O:6][CH2:7][CH3:8])C.[OH:9][C:10]1[C:17]([CH:18]([CH3:20])[CH3:19])=[CH:16][C:15]([CH:21]([CH3:23])[CH3:22])=[CH:14][C:11]=1C#N.Cl. Product: [OH:9][C:10]1[C:17]([CH:18]([CH3:19])[CH3:20])=[CH:16][C:15]([CH:21]([CH3:23])[CH3:22])=[CH:14][C:11]=1[C:7](=[O:6])[CH3:8]. The catalyst class is: 90. (2) Reactant: [CH:1]1([C:4]([N:6]2[CH2:10][CH2:9][C@@H:8]([CH2:11][C:12]([O:14]CC)=O)[CH2:7]2)=[O:5])[CH2:3][CH2:2]1.O.[NH2:18][NH2:19]. Product: [CH:1]1([C:4]([N:6]2[CH2:10][CH2:9][C@@H:8]([CH2:11][C:12]([NH:18][NH2:19])=[O:14])[CH2:7]2)=[O:5])[CH2:3][CH2:2]1. The catalyst class is: 412. (3) Reactant: Cl.[NH2:2][CH2:3][C:4](=O)[CH2:5][CH2:6][C:7]([OH:9])=[O:8].[C:11]1([CH3:24])[CH:16]=[CH:15][C:14]([S:17]([CH2:20][C:21](=O)[CH3:22])(=[O:19])=[O:18])=[CH:13][CH:12]=1.C([O-])(=O)C.[Na+].[OH-].[K+]. Product: [CH3:22][C:21]1[NH:2][CH:3]=[C:4]([CH2:5][CH2:6][C:7]([OH:9])=[O:8])[C:20]=1[S:17]([C:14]1[CH:13]=[CH:12][C:11]([CH3:24])=[CH:16][CH:15]=1)(=[O:19])=[O:18]. The catalyst class is: 97. (4) Product: [C:32]([S:34][CH:25]1[CH2:26][N:23]([C:20]2[S:21][CH:22]=[C:18]([C:16](=[O:17])[NH:15][C@H:10]([CH2:9][O:8][Si:1]([C:4]([CH3:6])([CH3:7])[CH3:5])([CH3:3])[CH3:2])[C@@H:11]([CH3:14])[CH2:12][CH3:13])[N:19]=2)[CH2:24]1)(=[O:35])[CH3:33]. Reactant: [Si:1]([O:8][CH2:9][C@@H:10]([NH:15][C:16]([C:18]1[N:19]=[C:20]([N:23]2[CH2:26][CH:25](OS(C)(=O)=O)[CH2:24]2)[S:21][CH:22]=1)=[O:17])[C@@H:11]([CH3:14])[CH2:12][CH3:13])([C:4]([CH3:7])([CH3:6])[CH3:5])([CH3:3])[CH3:2].[C:32]([O-:35])(=[S:34])[CH3:33].[K+]. The catalyst class is: 9. (5) Reactant: [B-](F)(F)(F)F.[B-](F)(F)(F)F.C1[N+]2(CCl)CC[N+]([F:21])(CC2)C1.[Br:22][C:23]1[CH:32]=[CH:31][C:30]([C:33]2[CH:38]=[C:37]([O:39][CH3:40])[CH:36]=[C:35]([O:41][CH3:42])[CH:34]=2)=[C:29]2[C:24]=1[N:25]=[CH:26][CH:27]=[N:28]2. Product: [Br:22][C:23]1[CH:32]=[CH:31][C:30]([C:33]2[CH:38]=[C:37]([O:39][CH3:40])[CH:36]=[C:35]([O:41][CH3:42])[C:34]=2[F:21])=[C:29]2[C:24]=1[N:25]=[CH:26][CH:27]=[N:28]2. The catalyst class is: 23. (6) Reactant: Br[C:2]1[CH:3]=[C:4]([CH:7]=[C:8]([O:11][CH2:12][CH3:13])[C:9]=1[OH:10])[CH:5]=[O:6].[Cu][C:15]#[N:16]. Product: [CH2:12]([O:11][C:8]1[C:9]([OH:10])=[C:2]([CH:3]=[C:4]([CH:5]=[O:6])[CH:7]=1)[C:15]#[N:16])[CH3:13]. The catalyst class is: 18. (7) Reactant: C(O[BH-](OC(=O)C)OC(=O)C)(=O)C.[Na+].[C:15]([O:19][C:20]([CH2:22][NH:23][CH:24]1[CH2:28][CH2:27][C:26](=O)[CH2:25]1)=[O:21])([CH3:18])([CH3:17])[CH3:16].[CH3:30][CH:31]1[CH2:36][CH2:35][NH:34][CH2:33][CH2:32]1.C(O)(=O)C.[OH-].[Na+].[ClH:43].C(OCC)C. Product: [ClH:43].[C:15]([O:19][C:20]([CH2:22][NH:23][C@H:24]1[CH2:28][CH2:27][C@@H:26]([N:34]2[CH2:35][CH2:36][CH:31]([CH3:30])[CH2:32][CH2:33]2)[CH2:25]1)=[O:21])([CH3:18])([CH3:17])[CH3:16]. The catalyst class is: 26. (8) Reactant: Cl[C:2]1[N:7]=[CH:6][C:5]2[C:8]([N:14]3[CH2:19][CH2:18][O:17][CH2:16][CH2:15]3)=[CH:9][N:10]([CH:11]([CH3:13])[CH3:12])[C:4]=2[CH:3]=1.[CH:20]1([S:23]([N:26]2[CH:30]=[C:29]([C:31]3[N:36]=[C:35]([NH2:37])[CH:34]=[CH:33][N:32]=3)[CH:28]=[N:27]2)(=[O:25])=[O:24])[CH2:22][CH2:21]1.C1(P(C2CCCCC2)C2C=CC=CC=2C2C(C(C)C)=CC(C(C)C)=CC=2C(C)C)CCCCC1.C(=O)([O-])[O-].[Cs+].[Cs+]. Product: [CH:20]1([S:23]([N:26]2[CH:30]=[C:29]([C:31]3[N:36]=[C:35]([NH:37][C:2]4[N:7]=[CH:6][C:5]5[C:8]([N:14]6[CH2:19][CH2:18][O:17][CH2:16][CH2:15]6)=[CH:9][N:10]([CH:11]([CH3:13])[CH3:12])[C:4]=5[CH:3]=4)[CH:34]=[CH:33][N:32]=3)[CH:28]=[N:27]2)(=[O:24])=[O:25])[CH2:22][CH2:21]1. The catalyst class is: 102. (9) Reactant: [Cl:1][C:2]1[CH:14]=[CH:13][C:5]([O:6][C@@H:7]([CH3:12])[C:8]([O:10]C)=[O:9])=[C:4]([O:15][C:16]2[CH:21]=[CH:20][C:19]([S:22]([CH2:25][CH3:26])(=[O:24])=[O:23])=[CH:18][C:17]=2[Cl:27])[CH:3]=1.[OH-].[Li+]. Product: [Cl:1][C:2]1[CH:14]=[CH:13][C:5]([O:6][C@@H:7]([CH3:12])[C:8]([OH:10])=[O:9])=[C:4]([O:15][C:16]2[CH:21]=[CH:20][C:19]([S:22]([CH2:25][CH3:26])(=[O:23])=[O:24])=[CH:18][C:17]=2[Cl:27])[CH:3]=1. The catalyst class is: 90. (10) Reactant: [Cl:1][C:2]1[CH:7]=[CH:6][C:5]([S:8](Cl)(=[O:10])=[O:9])=[CH:4][C:3]=1[N+:12]([O-:14])=[O:13].[NH:15]1[C:24]2[C:19](=[CH:20][CH:21]=[CH:22][CH:23]=2)[CH2:18][CH2:17][CH2:16]1.C(=O)([O-])O.[Na+].O. Product: [Cl:1][C:2]1[CH:7]=[CH:6][C:5]([S:8]([N:15]2[C:24]3[C:19](=[CH:20][CH:21]=[CH:22][CH:23]=3)[CH2:18][CH2:17][CH2:16]2)(=[O:10])=[O:9])=[CH:4][C:3]=1[N+:12]([O-:14])=[O:13]. The catalyst class is: 56.